Binary Classification. Given a miRNA mature sequence and a target amino acid sequence, predict their likelihood of interaction. From a dataset of Experimentally validated miRNA-target interactions with 360,000+ pairs, plus equal number of negative samples. The miRNA is hsa-miR-22-5p with sequence AGUUCUUCAGUGGCAAGCUUUA. The protein sequence of the target gene is MEVGGDTAAPAPGGAEDLEDTQFPSEEAREGGGVHAVPPDPEDEGLEETGSKDKDQPPSPSPPPQSEALSSTSRLWSPAAPENSPTCSPESSSGGQGGDPSDEEWRSQRKHVFVLSEAGKPIYSRYGSVEALSATMGVMTALVSFVQSAGDAIRAIYAEDHKLVFLQQGPLLLVAMSRTSQSAAQLRGELLAVHAQIVSTLTRASVARIFAHKQNYDLRRLLAGSERTLDRLLDSMEQDPGALLLGAVRCVPLARPLRDALGALLRRCTAPGLALSVLAVGGRLITAAQERNVLAECRLD.... Result: 0 (no interaction).